From a dataset of Forward reaction prediction with 1.9M reactions from USPTO patents (1976-2016). Predict the product of the given reaction. (1) Given the reactants [CH3:1]C1C=CC(S([O-])(=O)=O)=CC=1.C1C=C[NH+]=CC=1.C([O:21][CH2:22][CH2:23][C:24]1([C:30]([O:32][CH3:33])=[O:31])[CH2:28][CH2:27][CH2:26][C:25]1=[O:29])(=O)C.C(=O)([O-])[O-].[K+].[K+], predict the reaction product. The product is: [CH3:1][O:29][C:25]12[CH2:26][CH2:27][CH2:28][C:24]1([C:30]([O:32][CH3:33])=[O:31])[CH2:23][CH2:22][O:21]2. (2) Given the reactants [CH3:1][O:2][CH2:3][CH2:4][O:5][C:6]1[C:13]([O:14][CH2:15][CH2:16][O:17][CH3:18])=[CH:12][C:9]([CH:10]=O)=[C:8]([N+:19]([O-])=O)[CH:7]=1.[C:22](OC)(=[O:28])[CH2:23][C:24]([O:26][CH3:27])=[O:25].N1CCCCC1, predict the reaction product. The product is: [CH3:27][O:26][C:24]([C:23]1[C:22](=[O:28])[NH:19][C:8]2[C:9]([CH:10]=1)=[CH:12][C:13]([O:14][CH2:15][CH2:16][O:17][CH3:18])=[C:6]([O:5][CH2:4][CH2:3][O:2][CH3:1])[CH:7]=2)=[O:25]. (3) The product is: [CH2:20]([O:19][C:13]1[CH:14]=[CH:15][C:16]([CH3:18])=[CH:17][C:12]=1[CH:5]([C:6]1[CH:7]=[CH:8][CH:9]=[CH:10][CH:11]=1)[CH2:4][CH2:3][OH:2])[C:21]1[CH:22]=[CH:23][CH:24]=[CH:25][CH:26]=1. Given the reactants C[O:2][C:3](=O)[CH2:4][CH:5]([C:12]1[CH:17]=[C:16]([CH3:18])[CH:15]=[CH:14][C:13]=1[O:19][CH2:20][C:21]1[CH:26]=[CH:25][CH:24]=[CH:23][CH:22]=1)[C:6]1[CH:11]=[CH:10][CH:9]=[CH:8][CH:7]=1.C1(C)C=CC=CC=1.COCCO[AlH2-]OCCOC.[Na+].Cl, predict the reaction product.